This data is from Orexin1 receptor HTS with 218,158 compounds and 233 confirmed actives. The task is: Binary Classification. Given a drug SMILES string, predict its activity (active/inactive) in a high-throughput screening assay against a specified biological target. (1) The molecule is Brc1ccc(S(=O)(=O)n2c3c(nc2C)cccc3)cc1. The result is 0 (inactive). (2) The compound is o1c2c(c3CCCc3c1=O)ccc(OCC(=O)N1C(CCC1)C(O)=O)c2C. The result is 0 (inactive). (3) The molecule is O(c1cc(CCNC(=O)/C=C\c2ccccc2)ccc1OC)C. The result is 0 (inactive).